This data is from Full USPTO retrosynthesis dataset with 1.9M reactions from patents (1976-2016). The task is: Predict the reactants needed to synthesize the given product. (1) The reactants are: [Cl:1][C:2]1[C:7]([CH:8]=[O:9])=[C:6](Cl)[N:5]=[C:4]([S:11][CH3:12])[N:3]=1.C(N(C(C)C)C(C)C)C.[C:22]([O:26][CH3:27])(=[O:25])[CH2:23][SH:24]. Given the product [CH3:27][O:26][C:22](=[O:25])[CH2:23][S:24][C:6]1[C:7]([CH:8]=[O:9])=[C:2]([Cl:1])[N:3]=[C:4]([S:11][CH3:12])[N:5]=1, predict the reactants needed to synthesize it. (2) The reactants are: [CH3:1][S:2]([CH2:5]P(=O)(OCC)OCC)(=[O:4])=[O:3].CC(C)([O-])C.[K+].[F:20][C:21]1[CH:26]=[CH:25][C:24]([C:27]([C:29]2[N:38]=[C:37]([NH:39][C:40]3[CH:44]=[C:43]([CH3:45])[NH:42][N:41]=3)[C:36]3[C:31](=[CH:32][CH:33]=[CH:34][CH:35]=3)[N:30]=2)=O)=[CH:23][CH:22]=1.Cl. Given the product [F:20][C:21]1[CH:26]=[CH:25][C:24]([CH:27]([C:29]2[N:38]=[C:37]([NH:39][C:40]3[CH:44]=[C:43]([CH3:45])[NH:42][N:41]=3)[C:36]3[C:31](=[CH:32][CH:33]=[CH:34][CH:35]=3)[N:30]=2)[CH2:5][S:2]([CH3:1])(=[O:3])=[O:4])=[CH:23][CH:22]=1, predict the reactants needed to synthesize it.